Predict the reactants needed to synthesize the given product. From a dataset of Full USPTO retrosynthesis dataset with 1.9M reactions from patents (1976-2016). (1) Given the product [Cl:1][C:2]1[C:7]([C:8]2[CH:9]=[CH:10][CH:11]=[CH:12][CH:13]=2)=[N:6][N:5]=[C:4]2[N:14]([CH:23]([CH3:29])[CH2:24][OH:25])[N:15]=[C:16]([C:17]3[CH:22]=[CH:21][CH:20]=[CH:19][CH:18]=3)[C:3]=12, predict the reactants needed to synthesize it. The reactants are: [Cl:1][C:2]1[C:7]([C:8]2[CH:13]=[CH:12][CH:11]=[CH:10][CH:9]=2)=[N:6][N:5]=[C:4]2[N:14]([CH:23]([CH3:29])[C:24](OCC)=[O:25])[N:15]=[C:16]([C:17]3[CH:22]=[CH:21][CH:20]=[CH:19][CH:18]=3)[C:3]=12.[H-].C([Al+]CC(C)C)C(C)C.C1CCCCC1.[Cl-].[NH4+]. (2) Given the product [C:1]([C:5]1[O:9][N:8]=[C:7]([C:10]2[CH:15]=[C:14]([O:16][CH:17]3[CH2:22][CH2:21][O:20][CH2:19][CH2:18]3)[C:13]([CH:23]3[CH2:25][CH2:24]3)=[CH:12][N+:11]=2[O-:34])[N:6]=1)([CH3:4])([CH3:2])[CH3:3], predict the reactants needed to synthesize it. The reactants are: [C:1]([C:5]1[O:9][N:8]=[C:7]([C:10]2[CH:15]=[C:14]([O:16][CH:17]3[CH2:22][CH2:21][O:20][CH2:19][CH2:18]3)[C:13]([CH:23]3[CH2:25][CH2:24]3)=[CH:12][N:11]=2)[N:6]=1)([CH3:4])([CH3:3])[CH3:2].C1C=C(Cl)C=C(C(OO)=[O:34])C=1. (3) Given the product [CH3:20][S:17]([C:14]1[CH:15]=[CH:16][C:11]([S:8]([C:5]([CH3:7])([CH3:6])[C:4]([OH:21])=[O:3])(=[O:9])=[O:10])=[CH:12][CH:13]=1)(=[O:19])=[O:18], predict the reactants needed to synthesize it. The reactants are: C([O:3][C:4](=[O:21])[C:5]([S:8]([C:11]1[CH:16]=[CH:15][C:14]([S:17]([CH3:20])(=[O:19])=[O:18])=[CH:13][CH:12]=1)(=[O:10])=[O:9])([CH3:7])[CH3:6])C.O.[OH-].[Li+]. (4) Given the product [Cl:16][C:14]1[N:13]=[C:12]2[N:17]([CH3:20])[N:18]=[CH:19][C:11]2=[C:10]([N:1]2[CH2:6][CH2:5][S:4](=[O:8])(=[O:7])[CH2:3][CH2:2]2)[N:15]=1, predict the reactants needed to synthesize it. The reactants are: [NH:1]1[CH2:6][CH2:5][S:4](=[O:8])(=[O:7])[CH2:3][CH2:2]1.Cl[C:10]1[N:15]=[C:14]([Cl:16])[N:13]=[C:12]2[N:17]([CH3:20])[N:18]=[CH:19][C:11]=12.